From a dataset of Reaction yield outcomes from USPTO patents with 853,638 reactions. Predict the reaction yield, written as a fraction of the theoretical maximum amount of product (1.0 means a 100% yield; for example, 0.34 means a 34% yield). (1) The reactants are Br[C:2]1[CH:12]=[CH:11][C:5]2[CH:6]=[C:7]([CH:9]=[O:10])[S:8][C:4]=2[CH:3]=1.[F:13][C:14]([F:22])([F:21])[CH2:15][CH2:16][B-](F)(F)F.[K+]. No catalyst specified. The product is [F:13][C:14]([F:22])([F:21])[CH2:15][CH2:16][C:2]1[CH:12]=[CH:11][C:5]2[CH:6]=[C:7]([CH:9]=[O:10])[S:8][C:4]=2[CH:3]=1. The yield is 0.800. (2) The reactants are [Cl:1][C:2]1[CH:8]=[C:7]([O:9][C:10]2[C:11]3[N:18]([CH2:19][CH2:20][O:21][CH2:22][CH2:23][O:24][CH3:25])[CH:17]=[CH:16][C:12]=3[N:13]=[CH:14][N:15]=2)[CH:6]=[CH:5][C:3]=1[NH2:4].C(N(CC)CC)C.[F:33][C:34]([F:45])([F:44])[C:35]1[CH:36]=[C:37]([N:41]=[C:42]=[O:43])[CH:38]=[CH:39][CH:40]=1. The catalyst is O1CCCC1. The product is [Cl:1][C:2]1[CH:8]=[C:7]([O:9][C:10]2[C:11]3[N:18]([CH2:19][CH2:20][O:21][CH2:22][CH2:23][O:24][CH3:25])[CH:17]=[CH:16][C:12]=3[N:13]=[CH:14][N:15]=2)[CH:6]=[CH:5][C:3]=1[NH:4][C:42]([NH:41][C:37]1[CH:38]=[CH:39][CH:40]=[C:35]([C:34]([F:33])([F:44])[F:45])[CH:36]=1)=[O:43]. The yield is 0.580. (3) The reactants are [OH:1][C:2]1[N:9]=[C:8]([CH3:10])[CH:7]=[C:6]([O:11][CH3:12])[C:3]=1[C:4]#[N:5].O.NN. The yield is 0.560. The catalyst is C(O)C.[Ni]. The product is [NH2:5][CH2:4][C:3]1[C:2]([OH:1])=[N:9][C:8]([CH3:10])=[CH:7][C:6]=1[O:11][CH3:12]. (4) The reactants are [Cl:1][S:2]([OH:5])(=O)=[O:3].[CH2:6]([O:8][C:9]1[CH:14]=[CH:13][CH:12]=[CH:11][C:10]=1[C:15]1[NH:16][C:17](=[S:29])[C:18]2[N:23]([CH2:24][CH3:25])[N:22]=[C:21]([CH2:26][CH2:27][CH3:28])[C:19]=2[N:20]=1)[CH3:7].S(Cl)(Cl)=O. No catalyst specified. The product is [Cl:1][S:2]([C:12]1[CH:13]=[CH:14][C:9]([O:8][CH2:6][CH3:7])=[C:10]([C:15]2[NH:16][C:17](=[S:29])[C:18]3[N:23]([CH2:24][CH3:25])[N:22]=[C:21]([CH2:26][CH2:27][CH3:28])[C:19]=3[N:20]=2)[CH:11]=1)(=[O:5])=[O:3]. The yield is 0.845. (5) The reactants are C(OC(=O)[NH:7][CH2:8][C:9]1[CH:10]=[C:11]2[C:15](=[CH:16][CH:17]=1)[CH2:14][NH:13][C:12]2=[O:18])(C)(C)C. The catalyst is Cl. The product is [NH2:7][CH2:8][C:9]1[CH:10]=[C:11]2[C:15]([CH2:14][NH:13][C:12]2=[O:18])=[CH:16][CH:17]=1. The yield is 0.760. (6) The product is [CH2:1]([O:3][C:4]1([C:7]2[CH:12]=[CH:11][C:10]([C:13]#[C:14][C:25]3[CH:26]=[CH:27][C:22]([CH2:21][C:20]([O:19][CH3:18])=[O:29])=[CH:23][CH:24]=3)=[CH:9][C:8]=2[CH:15]([CH3:16])[CH3:17])[CH2:6][CH2:5]1)[CH3:2]. The yield is 0.710. The catalyst is C(N(CC)CC)C.[Cu]I.Cl[Pd](Cl)([P](C1C=CC=CC=1)(C1C=CC=CC=1)C1C=CC=CC=1)[P](C1C=CC=CC=1)(C1C=CC=CC=1)C1C=CC=CC=1. The reactants are [CH2:1]([O:3][C:4]1([C:7]2[CH:12]=[CH:11][C:10]([C:13]#[CH:14])=[CH:9][C:8]=2[CH:15]([CH3:17])[CH3:16])[CH2:6][CH2:5]1)[CH3:2].[CH3:18][O:19][C:20](=[O:29])[CH2:21][C:22]1[CH:27]=[CH:26][C:25](I)=[CH:24][CH:23]=1. (7) The reactants are [CH3:1][O:2][C:3](=[O:62])[NH:4][CH:5]([C:9]([N:11]1[CH:17]([C:18]2[NH:19][C:20]([C:23]3[CH:28]=[CH:27][C:26]([C:29]4[CH:38]=[CH:37][C:36]5[C:31](=[CH:32][CH:33]=[C:34]([C:39]6[NH:40][C:41]([CH:44]7[CH:49]8[CH2:50][CH:46]([CH2:47][CH2:48]8)[N:45]7C(=O)C(C7CC7)NC(OC)=O)=[N:42][CH:43]=6)[CH:35]=5)[CH:30]=4)=[CH:25][CH:24]=3)=[CH:21][N:22]=2)[CH2:16][C:13]2([CH2:15][CH2:14]2)[CH2:12]1)=[O:10])[CH:6]([CH3:8])[CH3:7].[CH3:63][O:64][C:65]([CH3:76])([CH3:75])[CH:66]([NH:70][C:71]([O:73][CH3:74])=[O:72])[C:67]([OH:69])=O. No catalyst specified. The product is [CH3:74][O:73][C:71](=[O:72])[NH:70][CH:66]([C:67]([N:45]1[CH:44]([C:41]2[NH:40][C:39]([C:34]3[CH:33]=[CH:32][C:31]4[C:36](=[CH:37][CH:38]=[C:29]([C:26]5[CH:27]=[CH:28][C:23]([C:20]6[NH:19][C:18]([CH:17]7[CH2:16][C:13]8([CH2:14][CH2:15]8)[CH2:12][N:11]7[C:9](=[O:10])[CH:5]([NH:4][C:3]([O:2][CH3:1])=[O:62])[CH:6]([CH3:7])[CH3:8])=[N:22][CH:21]=6)=[CH:24][CH:25]=5)[CH:30]=4)[CH:35]=3)=[CH:43][N:42]=2)[CH:49]2[CH2:50][CH:46]1[CH2:47][CH2:48]2)=[O:69])[C:65]([O:64][CH3:63])([CH3:76])[CH3:75]. The yield is 0.350. (8) The reactants are [Cl-].O[NH3+:3].[C:4](=[O:7])([O-])[OH:5].[Na+].CS(C)=O.[F:13][C:14]1[CH:15]=[C:16]([C:40]2[C:41]([C:46]#[N:47])=[CH:42][CH:43]=[CH:44][CH:45]=2)[CH:17]=[CH:18][C:19]=1[CH2:20][C:21]1[C:22](=[O:39])[N:23]([CH:33]2[CH2:38][CH2:37][O:36][CH2:35][CH2:34]2)[C:24]2[N:25]([N:30]=[CH:31][N:32]=2)[C:26]=1[CH2:27][CH2:28][CH3:29]. The catalyst is C(OCC)(=O)C. The product is [F:13][C:14]1[CH:15]=[C:16]([C:40]2[CH:45]=[CH:44][CH:43]=[CH:42][C:41]=2[C:46]2[NH:3][C:4](=[O:7])[O:5][N:47]=2)[CH:17]=[CH:18][C:19]=1[CH2:20][C:21]1[C:22](=[O:39])[N:23]([CH:33]2[CH2:38][CH2:37][O:36][CH2:35][CH2:34]2)[C:24]2[N:25]([N:30]=[CH:31][N:32]=2)[C:26]=1[CH2:27][CH2:28][CH3:29]. The yield is 0.720. (9) The reactants are [OH2:1].NN.O=[S:5]1[CH2:10][CH2:9][N:8]([CH2:11][CH2:12][CH2:13][N:14]2C(=O)C3C(=CC=CC=3)C2=O)[CH2:7][CH2:6]1. The catalyst is C(O)C. The product is [O:1]=[C:6]1[CH2:7][N:8]([CH2:11][CH2:12][CH2:13][NH2:14])[CH2:9][CH2:10][S:5]1. The yield is 0.980. (10) The reactants are [O:1]1[CH2:6][CH2:5][CH2:4][CH2:3][C@H:2]1[CH2:7][S:8]C(=O)C.[OH-].[K+].Br[C:15]([CH3:22])([CH3:21])[C:16]([O:18][CH2:19][CH3:20])=[O:17]. The catalyst is C(O)C. The product is [CH3:21][C:15]([S:8][CH2:7][C@@H:2]1[CH2:3][CH2:4][CH2:5][CH2:6][O:1]1)([CH3:22])[C:16]([O:18][CH2:19][CH3:20])=[O:17]. The yield is 0.720.